This data is from Forward reaction prediction with 1.9M reactions from USPTO patents (1976-2016). The task is: Predict the product of the given reaction. (1) The product is: [F:21][C:22]1[CH:27]=[CH:26][CH:25]=[CH:24][C:23]=1[C:28]1[CH:29]=[N:1][C:2]2[C:3]([C:12]=1[C:14]1[CH:15]=[C:16]([OH:20])[CH:17]=[CH:18][CH:19]=1)=[CH:4][CH:5]=[CH:6][C:7]=2[C:8]([F:11])([F:10])[F:9]. Given the reactants [NH2:1][C:2]1[C:7]([C:8]([F:11])([F:10])[F:9])=[CH:6][CH:5]=[CH:4][C:3]=1[C:12]([C:14]1[CH:19]=[CH:18][CH:17]=[C:16]([OH:20])[CH:15]=1)=O.[F:21][C:22]1[CH:27]=[CH:26][CH:25]=[CH:24][C:23]=1[CH2:28][CH:29]=O, predict the reaction product. (2) Given the reactants [CH3:1][O:2][P:3]([CH:7]([F:17])[C:8]1[CH:16]=[CH:15][C:11]([C:12]([OH:14])=O)=[CH:10][CH:9]=1)([O:5][CH3:6])=[O:4].C(OC(=O)[NH:24][C:25]1[CH:30]=[CH:29][C:28]([C:31]2[S:32][CH:33]=[CH:34][CH:35]=2)=[CH:27][C:26]=1[NH2:36])(C)(C)C.C(Cl)CCl.C1C=CC2N(O)N=NC=2C=1.CCN(C(C)C)C(C)C, predict the reaction product. The product is: [CH3:6][O:5][P:3]([CH:7]([C:8]1[CH:9]=[CH:10][C:11]([C:12](=[O:14])[NH:36][C:26]2[CH:27]=[C:28]([C:31]3[S:32][CH:33]=[CH:34][CH:35]=3)[CH:29]=[CH:30][C:25]=2[NH2:24])=[CH:15][CH:16]=1)[F:17])(=[O:4])[O:2][CH3:1].